Dataset: Reaction yield outcomes from USPTO patents with 853,638 reactions. Task: Predict the reaction yield, written as a fraction of the theoretical maximum amount of product (1.0 means a 100% yield; for example, 0.34 means a 34% yield). The yield is 0.550. The product is [OH:22][CH:23]1[CH2:24][CH:25]2[CH2:26][CH2:27][CH:28]1[C:34](=[O:35])[NH:33]2. The reactants are ClC1C=CC(CC2CC3N(CC(N)C)C(CC3)C2)=CC=1.C[O:22][C:23]1[CH:24]=[C:25]([N:33]=[C:34]=[O:35])[CH:26]=[C:27](OC)[C:28]=1OC. The catalyst is C(Cl)Cl.